This data is from Forward reaction prediction with 1.9M reactions from USPTO patents (1976-2016). The task is: Predict the product of the given reaction. (1) Given the reactants Cl[CH2:2][CH2:3][NH:4][C:5](=[O:37])[NH:6][C@@H:7]1[CH2:12][CH2:11][CH2:10][N:9]([C:13]2[CH:21]=[CH:20][C:16]([C:17]([NH2:19])=[O:18])=[C:15]([NH:22][C:23]3[CH:28]=[CH:27][C:26]([C:29]([N:31]4[CH2:36][CH2:35][O:34][CH2:33][CH2:32]4)=[O:30])=[CH:25][CH:24]=3)[N:14]=2)[CH2:8]1.[H-].[Na+], predict the reaction product. The product is: [N:31]1([C:29]([C:26]2[CH:27]=[CH:28][C:23]([NH:22][C:15]3[N:14]=[C:13]([N:9]4[CH2:10][CH2:11][CH2:12][C@@H:7]([N:6]5[CH2:2][CH2:3][NH:4][C:5]5=[O:37])[CH2:8]4)[CH:21]=[CH:20][C:16]=3[C:17]([NH2:19])=[O:18])=[CH:24][CH:25]=2)=[O:30])[CH2:36][CH2:35][O:34][CH2:33][CH2:32]1. (2) Given the reactants [CH3:1][C:2]1[CH:7]=[CH:6][C:5]([S:8]([NH:11][C:12](=[O:36])[O:13][CH:14]([CH3:35])[CH2:15][C:16]2[CH:21]=[CH:20][C:19]([N:22]3[C:26]4=[N:27][C:28]([CH3:32])=[CH:29][C:30]([CH3:31])=[C:25]4[N:24]=[C:23]3[CH2:33][CH3:34])=[CH:18][CH:17]=2)(=[O:10])=[O:9])=[CH:4][CH:3]=1.[ClH:37], predict the reaction product. The product is: [ClH:37].[CH3:1][C:2]1[CH:3]=[CH:4][C:5]([S:8]([NH:11][C:12](=[O:36])[O:13][CH:14]([CH3:35])[CH2:15][C:16]2[CH:17]=[CH:18][C:19]([N:22]3[C:26]4=[N:27][C:28]([CH3:32])=[CH:29][C:30]([CH3:31])=[C:25]4[N:24]=[C:23]3[CH2:33][CH3:34])=[CH:20][CH:21]=2)(=[O:9])=[O:10])=[CH:6][CH:7]=1. (3) The product is: [CH3:16][C:17]1[CH:21]=[C:20]([NH:22][S:10]([C:7]2[CH:8]=[CH:9][C:4]([O:3][C:2]([F:15])([F:14])[F:1])=[CH:5][CH:6]=2)(=[O:12])=[O:11])[N:19]([C:23]2[CH:32]=[CH:31][CH:30]=[C:29]3[C:24]=2[CH:25]=[CH:26][CH:27]=[N:28]3)[N:18]=1. Given the reactants [F:1][C:2]([F:15])([F:14])[O:3][C:4]1[CH:9]=[CH:8][C:7]([S:10](Cl)(=[O:12])=[O:11])=[CH:6][CH:5]=1.[CH3:16][C:17]1[CH:21]=[C:20]([NH2:22])[N:19]([C:23]2[CH:32]=[CH:31][CH:30]=[C:29]3[C:24]=2[CH:25]=[CH:26][CH:27]=[N:28]3)[N:18]=1.ClCCl, predict the reaction product. (4) The product is: [CH:30]1([C:29]2[C:17]([O:16][CH2:15][CH:13]3[CH2:12][N:11]([S:7]([C:1]4[CH:6]=[CH:5][CH:4]=[CH:3][CH:2]=4)(=[O:9])=[O:8])[CH2:14]3)=[CH:18][C:19]([F:33])=[C:20]([CH:28]=2)[C:21]([O:23][C:24]([CH3:26])([CH3:27])[CH3:25])=[O:22])[CH2:31][CH2:32]1. Given the reactants [C:1]1([S:7](Cl)(=[O:9])=[O:8])[CH:6]=[CH:5][CH:4]=[CH:3][CH:2]=1.[NH:11]1[CH2:14][CH:13]([CH2:15][O:16][C:17]2[C:29]([CH:30]3[CH2:32][CH2:31]3)=[CH:28][C:20]([C:21]([O:23][C:24]([CH3:27])([CH3:26])[CH3:25])=[O:22])=[C:19]([F:33])[CH:18]=2)[CH2:12]1.C(N(CC)CC)C, predict the reaction product.